Dataset: Forward reaction prediction with 1.9M reactions from USPTO patents (1976-2016). Task: Predict the product of the given reaction. Given the reactants Cl[C:2]1[C:11]2[C:6](=[C:7]([O:12][CH3:13])[CH:8]=[CH:9][CH:10]=2)[CH:5]=[C:4]([NH:14][C:15]2[CH:19]=[C:18]([CH3:20])[NH:17][N:16]=2)[N:3]=1.[F:21][C:22]1[CH:27]=[C:26]([F:28])[CH:25]=[CH:24][C:23]=1B(O)O, predict the reaction product. The product is: [F:21][C:22]1[CH:27]=[C:26]([F:28])[CH:25]=[CH:24][C:23]=1[C:2]1[C:11]2[C:6](=[C:7]([O:12][CH3:13])[CH:8]=[CH:9][CH:10]=2)[CH:5]=[C:4]([NH:14][C:15]2[CH:19]=[C:18]([CH3:20])[NH:17][N:16]=2)[N:3]=1.